Dataset: Full USPTO retrosynthesis dataset with 1.9M reactions from patents (1976-2016). Task: Predict the reactants needed to synthesize the given product. Given the product [OH:22][C:7]1[C:8]2[N:15]=[C:14]([C:16]3[CH:17]=[CH:18][CH:19]=[CH:20][CH:21]=3)[S:13][C:9]=2[C:10]([CH3:12])=[N:11][C:6]=1[C:4]([NH:23][CH2:24][C:25]([OH:27])=[O:26])=[O:5], predict the reactants needed to synthesize it. The reactants are: C(O[C:4]([C:6]1[N:11]=[C:10]([CH3:12])[C:9]2[S:13][C:14]([C:16]3[CH:21]=[CH:20][CH:19]=[CH:18][CH:17]=3)=[N:15][C:8]=2[C:7]=1[OH:22])=[O:5])C.[NH2:23][CH2:24][C:25]([OH:27])=[O:26].